Dataset: Forward reaction prediction with 1.9M reactions from USPTO patents (1976-2016). Task: Predict the product of the given reaction. (1) Given the reactants [Br:1][C:2]1[CH:3]=[C:4]([C:9]([OH:11])=[O:10])[C:5](O)=[N:6][CH:7]=1.O=P(Cl)(Cl)[Cl:14], predict the reaction product. The product is: [Br:1][C:2]1[CH:3]=[C:4]([C:9]([OH:11])=[O:10])[C:5]([Cl:14])=[N:6][CH:7]=1. (2) Given the reactants [Br:1]Br.[F:3][C:4]1[CH:19]=[CH:18][CH:17]=[C:16]([C:20]([F:23])([F:22])[F:21])[C:5]=1[CH2:6][N:7]1[C:12]([CH3:13])=[CH:11][C:10](=[O:14])[NH:9][C:8]1=[O:15], predict the reaction product. The product is: [Br:1][C:11]1[C:10](=[O:14])[NH:9][C:8](=[O:15])[N:7]([CH2:6][C:5]2[C:16]([C:20]([F:23])([F:21])[F:22])=[CH:17][CH:18]=[CH:19][C:4]=2[F:3])[C:12]=1[CH3:13]. (3) Given the reactants [CH:1]([N:4]1[C:8]([C:9]2[CH:10]=[C:11]3[C:16](=[CH:17][C:18]=2[C:19]([F:22])([F:21])[F:20])[NH:15][C:14](=[O:23])[N:13]([NH:24][S:25]([CH3:28])(=[O:27])=[O:26])[C:12]3=[O:29])=[CH:7][CH:6]=[N:5]1)([CH3:3])[CH3:2].[C:30](Cl)(=[O:34])[CH:31]([CH3:33])[CH3:32], predict the reaction product. The product is: [C:30]([N:24]([N:13]1[C:12](=[O:29])[C:11]2[C:16](=[CH:17][C:18]([C:19]([F:21])([F:22])[F:20])=[C:9]([C:8]3[N:4]([CH:1]([CH3:3])[CH3:2])[N:5]=[CH:6][CH:7]=3)[CH:10]=2)[NH:15][C:14]1=[O:23])[S:25]([CH3:28])(=[O:26])=[O:27])(=[O:34])[CH:31]([CH3:33])[CH3:32]. (4) Given the reactants [C:1]([C:3]1[CH:8]=[CH:7][C:6]([C:9](=[O:15])[C:10](OCC)=[O:11])=[CH:5][CH:4]=1)#[N:2].[CH3:16][C@H:17]1[CH2:22][C@@H:21]([OH:23])[C@H:20]([CH:24]([CH3:26])[CH3:25])[CH2:19][CH2:18]1, predict the reaction product. The product is: [C:1]([C:3]1[CH:4]=[CH:5][C:6]([C:9](=[O:15])[C:10]([O:23][C@@H:21]2[CH2:22][C@H:17]([CH3:16])[CH2:18][CH2:19][C@H:20]2[CH:24]([CH3:26])[CH3:25])=[O:11])=[CH:7][CH:8]=1)#[N:2]. (5) Given the reactants CO[C:3](=[O:33])[C:4]1[CH:9]=[CH:8][C:7]([CH2:10][N:11]([S:23]([C:26]2[CH:31]=[CH:30][C:29]([Cl:32])=[CH:28][CH:27]=2)(=[O:25])=[O:24])[CH:12]2[CH2:18][CH:17]([CH:19]([CH3:21])[CH3:20])[CH2:16][CH2:15][NH:14][C:13]2=[O:22])=[CH:6][CH:5]=1.O[Li].O.O[NH:38][C:39](=[NH:41])[CH3:40].[F-].C([N+](CCCC)(CCCC)CCCC)CCC, predict the reaction product. The product is: [Cl:32][C:29]1[CH:28]=[CH:27][C:26]([S:23]([N:11]([CH:12]2[CH2:18][CH:17]([CH:19]([CH3:20])[CH3:21])[CH2:16][CH2:15][NH:14][C:13]2=[O:22])[CH2:10][C:7]2[CH:8]=[CH:9][C:4]([C:3]3[O:33][N:41]=[C:39]([CH3:40])[N:38]=3)=[CH:5][CH:6]=2)(=[O:25])=[O:24])=[CH:31][CH:30]=1. (6) Given the reactants [N:1]1([C:7]([O:9][C:10]([CH3:13])([CH3:12])[CH3:11])=[O:8])[CH2:6][CH2:5][NH:4][CH2:3][CH2:2]1.Br[C:15]1[CH:20]=[N:19][C:18]([I:21])=[CH:17][N:16]=1, predict the reaction product. The product is: [I:21][C:18]1[N:19]=[CH:20][C:15]([N:4]2[CH2:5][CH2:6][N:1]([C:7]([O:9][C:10]([CH3:13])([CH3:12])[CH3:11])=[O:8])[CH2:2][CH2:3]2)=[N:16][CH:17]=1. (7) Given the reactants [O:1]=[C:2]([CH2:6][CH3:7])[CH2:3][C:4]#[N:5].[CH:8]([C:10]1[CH:17]=[CH:16][C:13]([C:14]#[N:15])=[CH:12][CH:11]=1)=O.N1CCC[C@H]1C(O)=O, predict the reaction product. The product is: [C:4]([C:3]([C:2](=[O:1])[CH2:6][CH3:7])=[CH:8][C:10]1[CH:17]=[CH:16][C:13]([C:14]#[N:15])=[CH:12][CH:11]=1)#[N:5]. (8) Given the reactants [Br:1][C:2]1[CH:3]=[C:4]2[C:9](=[CH:10][CH:11]=1)[C:8](=[O:12])[N:7]([CH2:13][C:14]1[CH:19]=[CH:18][C:17]([S:20]([NH2:23])(=[O:22])=[O:21])=[CH:16][CH:15]=1)[C:6]([C:24](=[O:27])[CH2:25][CH3:26])=[C:5]2[C:28]1[CH:33]=[CH:32][CH:31]=[CH:30][CH:29]=1.C(=O)([O-])[O-].[K+].[K+].[N:40]1([C:46](Cl)=[O:47])[CH2:45][CH2:44][CH2:43][CH2:42][CH2:41]1, predict the reaction product. The product is: [Br:1][C:2]1[CH:3]=[C:4]2[C:9](=[CH:10][CH:11]=1)[C:8](=[O:12])[N:7]([CH2:13][C:14]1[CH:15]=[CH:16][C:17]([S:20]([NH:23][C:46]([N:40]3[CH2:45][CH2:44][CH2:43][CH2:42][CH2:41]3)=[O:47])(=[O:21])=[O:22])=[CH:18][CH:19]=1)[C:6]([C:24](=[O:27])[CH2:25][CH3:26])=[C:5]2[C:28]1[CH:29]=[CH:30][CH:31]=[CH:32][CH:33]=1.